This data is from Forward reaction prediction with 1.9M reactions from USPTO patents (1976-2016). The task is: Predict the product of the given reaction. Given the reactants Br[C:2]1[CH:7]=[CH:6][CH:5]=[C:4](Br)[CH:3]=1.[NH:9]1[CH2:13][CH2:12][C@H:11]([OH:14])[CH2:10]1.Br[C:16]1[S:17][C:18]([NH:30][C:31](=[O:37])[O:32][C:33]([CH3:36])([CH3:35])[CH3:34])=[C:19]([C:21](=[O:29])[NH:22][C:23]2[CH:24]=[N:25][N:26]([CH3:28])[CH:27]=2)[N:20]=1, predict the reaction product. The product is: [OH:14][C@H:11]1[CH2:12][CH2:13][N:9]([C:4]2[CH:3]=[C:2]([C:16]3[S:17][C:18]([NH:30][C:31](=[O:37])[O:32][C:33]([CH3:35])([CH3:34])[CH3:36])=[C:19]([C:21](=[O:29])[NH:22][C:23]4[CH:24]=[N:25][N:26]([CH3:28])[CH:27]=4)[N:20]=3)[CH:7]=[CH:6][CH:5]=2)[CH2:10]1.